Dataset: Peptide-MHC class II binding affinity with 134,281 pairs from IEDB. Task: Regression. Given a peptide amino acid sequence and an MHC pseudo amino acid sequence, predict their binding affinity value. This is MHC class II binding data. (1) The peptide sequence is FFFLFNILTGKKITAHHHHHH. The MHC is DRB1_0301 with pseudo-sequence DRB1_0301. The binding affinity (normalized) is 0.521. (2) The peptide sequence is NKICTSKGDSARVTV. The MHC is HLA-DQA10501-DQB10201 with pseudo-sequence HLA-DQA10501-DQB10201. The binding affinity (normalized) is 0. (3) The peptide sequence is SGRVTRDSRRLRRIC. The MHC is DRB1_0101 with pseudo-sequence DRB1_0101. The binding affinity (normalized) is 0.512. (4) The peptide sequence is INELIASGSEKLASV. The MHC is HLA-DQA10102-DQB10502 with pseudo-sequence HLA-DQA10102-DQB10502. The binding affinity (normalized) is 0.0607. (5) The peptide sequence is YDKLLANVSTVLTGK. The MHC is DRB1_1101 with pseudo-sequence DRB1_1101. The binding affinity (normalized) is 0.433. (6) The peptide sequence is VLAKSPDTTCSEIEE. The MHC is DRB1_0405 with pseudo-sequence DRB1_0405. The binding affinity (normalized) is 0.241.